Dataset: Reaction yield outcomes from USPTO patents with 853,638 reactions. Task: Predict the reaction yield, written as a fraction of the theoretical maximum amount of product (1.0 means a 100% yield; for example, 0.34 means a 34% yield). (1) The reactants are [Br:1][CH2:2][C:3](Br)=[O:4].Cl.[CH3:7][C:8]([CH3:18])([CH3:17])[CH2:9][CH2:10][N:11]1[CH2:16][CH2:15][NH:14][CH2:13][CH2:12]1.C(N(CC)CC)C. The catalyst is ClCCl. The product is [Br:1][CH2:2][C:3]([N:14]1[CH2:15][CH2:16][N:11]([CH2:10][CH2:9][C:8]([CH3:18])([CH3:17])[CH3:7])[CH2:12][CH2:13]1)=[O:4]. The yield is 0.130. (2) The reactants are [CH3:1][C:2]1([CH3:8])[CH2:7][O:6][CH2:5][CH2:4][NH:3]1.[CH3:9][C:10](C)=[O:11].C(=O)=O.C1OC1. The catalyst is CO. The product is [CH3:1][C:2]1([CH3:8])[CH2:7][O:6][CH2:5][CH2:4][N:3]1[CH2:9][CH2:10][OH:11]. The yield is 0.820.